Dataset: Drug-target binding data from BindingDB using IC50 measurements. Task: Regression. Given a target protein amino acid sequence and a drug SMILES string, predict the binding affinity score between them. We predict pIC50 (pIC50 = -log10(IC50 in M); higher means more potent). Dataset: bindingdb_ic50. (1) The compound is C[C@H](c1cccc2ccccc12)N1CCC(C(=O)NCc2ccc(F)cc2)CC1. The target protein (P40818) has sequence MPAVASVPKELYLSSSLKDLNKKTEVKPEKISTKSYVHSALKIFKTAEECRLDRDEERAYVLYMKYVTVYNLIKKRPDFKQQQDYFHSILGPGNIKKAVEEAERLSESLKLRYEEAEVRKKLEEKDRQEEAQRLQQKRQETGREDGGTLAKGSLENVLDSKDKTQKSNGEKNEKCETKEKGAITAKELYTMMTDKNISLIIMDARRMQDYQDSCILHSLSVPEEAISPGVTASWIEAHLPDDSKDTWKKRGNVEYVVLLDWFSSAKDLQIGTTLRSLKDALFKWESKTVLRNEPLVLEGGYENWLLCYPQYTTNAKVTPPPRRQNEEVSISLDFTYPSLEESIPSKPAAQTPPASIEVDENIELISGQNERMGPLNISTPVEPVAASKSDVSPIIQPVPSIKNVPQIDRTKKPAVKLPEEHRIKSESTNHEQQSPQSGKVIPDRSTKPVVFSPTLMLTDEEKARIHAETALLMEKNKQEKELRERQQEEQKEKLRKEEQE.... The pIC50 is 4.0. (2) The compound is CCCSc1nc2c(c(=O)n1-c1ccc(C)cc1)SCC2. The target protein sequence is MRSGAAPRARPRPPALALPPTGPESLTHFPFSDEDTRRHPPGRSV. The pIC50 is 4.0.